The task is: Predict the reaction yield, written as a fraction of the theoretical maximum amount of product (1.0 means a 100% yield; for example, 0.34 means a 34% yield).. This data is from Reaction yield outcomes from USPTO patents with 853,638 reactions. (1) The reactants are [C:1]([C:3]1[C:4]([O:16][CH3:17])=[CH:5][C:6]([O:14][CH3:15])=[C:7]([C:9]2[S:10][CH:11]=[CH:12][CH:13]=2)[CH:8]=1)#[CH:2].C([Li])CCC.[CH3:23][O:24][C:25](=[O:40])[CH2:26][O:27][C:28]1[C:33]([O:34][CH3:35])=[CH:32][C:31]([CH:36]=[O:37])=[CH:30][C:29]=1[O:38][CH3:39].[Cr](O[Cr]([O-])(=O)=O)([O-])(=O)=O.[NH+]1C=CC=CC=1.[NH+]1C=CC=CC=1. The catalyst is C1COCC1. The product is [CH3:23][O:24][C:25](=[O:40])[CH2:26][O:27][C:28]1[C:33]([O:34][CH3:35])=[CH:32][C:31]([C:36](=[O:37])[C:2]#[C:1][C:3]2[CH:8]=[C:7]([C:9]3[S:10][CH:11]=[CH:12][CH:13]=3)[C:6]([O:14][CH3:15])=[CH:5][C:4]=2[O:16][CH3:17])=[CH:30][C:29]=1[O:38][CH3:39]. The yield is 0.490. (2) The reactants are O1CCCCC1[O:7][CH2:8][CH2:9][CH2:10][CH2:11][CH2:12][CH2:13][CH2:14][CH2:15][C:16](=[C:22]([CH2:28][CH2:29][CH2:30][CH2:31][CH2:32][CH2:33][CH2:34][CH2:35][O:36]C1CCCCO1)[CH2:23][C:24]([O:26][CH3:27])=[O:25])[CH2:17][C:18]([O:20][CH3:21])=[O:19].CC1C=CC(S(O)(=O)=O)=CC=1. The catalyst is CO. The product is [OH:36][CH2:35][CH2:34][CH2:33][CH2:32][CH2:31][CH2:30][CH2:29][CH2:28][C:22](=[C:16]([CH2:15][CH2:14][CH2:13][CH2:12][CH2:11][CH2:10][CH2:9][CH2:8][OH:7])[CH2:17][C:18]([O:20][CH3:21])=[O:19])[CH2:23][C:24]([O:26][CH3:27])=[O:25]. The yield is 0.880. (3) The yield is 0.810. The catalyst is ClCCl. The reactants are [Cl:1][C:2]1[CH:3]=[C:4]([C:9]2([C:31]([F:34])([F:33])[F:32])[O:13][N:12]=[C:11]([C:14]3[C:23]4[C:18](=[CH:19][CH:20]=[CH:21][CH:22]=4)[C:17]([C:24]([NH:26][CH2:27][C:28]([OH:30])=O)=[O:25])=[CH:16][CH:15]=3)[CH2:10]2)[CH:5]=[C:6]([Cl:8])[CH:7]=1. The product is [Cl:1][C:2]1[CH:3]=[C:4]([C:9]2([C:31]([F:32])([F:34])[F:33])[O:13][N:12]=[C:11]([C:14]3[C:23]4[C:18](=[CH:19][CH:20]=[CH:21][CH:22]=4)[C:17]([C:24]4[O:25][C:28](=[O:30])[CH2:27][N:26]=4)=[CH:16][CH:15]=3)[CH2:10]2)[CH:5]=[C:6]([Cl:8])[CH:7]=1. (4) The reactants are Cl.[O:2]1[CH2:8][CH2:7][C:6]([NH2:9])=[N:5][CH2:4][CH2:3]1.C(=O)([O-])[O-].[K+].[K+].[N:16]1[CH:21]=[CH:20][C:19]([C:22](=O)[CH2:23][C:24](OCC)=[O:25])=[N:18][CH:17]=1. The catalyst is C(O)C. The product is [N:16]1[CH:21]=[CH:20][C:19]([C:22]2[N:9]=[C:6]3[CH2:7][CH2:8][O:2][CH2:3][CH2:4][N:5]3[C:24](=[O:25])[CH:23]=2)=[N:18][CH:17]=1. The yield is 0.530.